This data is from Forward reaction prediction with 1.9M reactions from USPTO patents (1976-2016). The task is: Predict the product of the given reaction. (1) Given the reactants [Cl:1][C:2]1[N:10]=[C:9]2[C:5]([N:6]=[CH:7][N:8]2[C@@H:11]2[CH2:15][C@H:14]([N:16]3[N:20]=[CH:19][CH:18]=[N:17]3)[CH:13]=[CH:12]2)=[C:4]([Cl:21])[N:3]=1.C[N+]1([O-])CC[O:26]CC1.[OH2:30], predict the reaction product. The product is: [Cl:1][C:2]1[N:10]=[C:9]2[C:5]([N:6]=[CH:7][N:8]2[C@@H:11]2[CH2:15][C@H:14]([N:16]3[N:20]=[CH:19][CH:18]=[N:17]3)[C@@H:13]([OH:30])[C@H:12]2[OH:26])=[C:4]([Cl:21])[N:3]=1. (2) Given the reactants [Br:1][C:2]1[C:3]([Cl:31])=[C:4]([C:8]2[O:9][C:10]3[C:15]([C:16](=[O:18])[CH:17]=2)=[C:14]([O:19]C)[CH:13]=[C:12]([O:21]C)[C:11]=3[C@@H:23]2[CH2:27][CH2:26][N:25]([CH3:28])[C@H:24]2[CH2:29][OH:30])[CH:5]=[CH:6][CH:7]=1.Cl.N1C=CC=CC=1.C([O-])([O-])=O.[Na+].[Na+], predict the reaction product. The product is: [Br:1][C:2]1[C:3]([Cl:31])=[C:4]([C:8]2[O:9][C:10]3[C:15]([C:16](=[O:18])[CH:17]=2)=[C:14]([OH:19])[CH:13]=[C:12]([OH:21])[C:11]=3[C@@H:23]2[CH2:27][CH2:26][N:25]([CH3:28])[C@H:24]2[CH2:29][OH:30])[CH:5]=[CH:6][CH:7]=1. (3) Given the reactants [Cl:1][C:2]1[CH:16]=[C:15]([N+:17]([O-])=O)[CH:14]=[CH:13][C:3]=1[O:4][C:5]1[CH:6]=[C:7]([CH:10]=[CH:11][CH:12]=1)[C:8]#[N:9].[Cl-].[Ca+2].[Cl-], predict the reaction product. The product is: [NH2:17][C:15]1[CH:14]=[CH:13][C:3]([O:4][C:5]2[CH:6]=[C:7]([CH:10]=[CH:11][CH:12]=2)[C:8]#[N:9])=[C:2]([Cl:1])[CH:16]=1.